Dataset: Catalyst prediction with 721,799 reactions and 888 catalyst types from USPTO. Task: Predict which catalyst facilitates the given reaction. (1) Reactant: [CH2:1]([O:3][C:4](=[O:22])[C:5]([CH:7]1[C:13](=O)[CH2:12][CH2:11][CH2:10][N:9]([C:15]([O:17][C:18]([CH3:21])([CH3:20])[CH3:19])=[O:16])[CH2:8]1)=O)[CH3:2].[NH2:23][NH2:24]. Product: [NH:23]1[C:13]2[CH2:12][CH2:11][CH2:10][N:9]([C:15]([O:17][C:18]([CH3:21])([CH3:20])[CH3:19])=[O:16])[CH2:8][C:7]=2[C:5]([C:4]([O:3][CH2:1][CH3:2])=[O:22])=[N:24]1. The catalyst class is: 1. (2) Reactant: Br[C:2]1[CH:3]=[CH:4][C:5]2[N:9]=[C:8]([CH3:10])[N:7]([C@H:11]3[CH2:15][CH2:14][N:13]([C:16]([O:18][C:19]([CH3:22])([CH3:21])[CH3:20])=[O:17])[CH2:12]3)[C:6]=2[CH:23]=1.[B:24]1([B:24]2[O:28][C:27]([CH3:30])([CH3:29])[C:26]([CH3:32])([CH3:31])[O:25]2)[O:28][C:27]([CH3:30])([CH3:29])[C:26]([CH3:32])([CH3:31])[O:25]1.C(Cl)Cl.CC([O-])=O.[K+]. Product: [CH3:10][C:8]1[N:7]([C@H:11]2[CH2:15][CH2:14][N:13]([C:16]([O:18][C:19]([CH3:22])([CH3:21])[CH3:20])=[O:17])[CH2:12]2)[C:6]2[CH:23]=[C:2]([B:24]3[O:28][C:27]([CH3:30])([CH3:29])[C:26]([CH3:32])([CH3:31])[O:25]3)[CH:3]=[CH:4][C:5]=2[N:9]=1. The catalyst class is: 140.